This data is from Reaction yield outcomes from USPTO patents with 853,638 reactions. The task is: Predict the reaction yield, written as a fraction of the theoretical maximum amount of product (1.0 means a 100% yield; for example, 0.34 means a 34% yield). (1) The reactants are C(C1C=C(NC2N=C(NC3C=CC=C(C(O)=O)C=3)C(F)=CN=2)C=CC=1)(O)=O.C[O:29][C:30]([C:32]1[CH:37]=[CH:36][C:35]([NH:38][C:39]2[N:44]=[C:43]([NH:45][C:46]3[CH:51]=[CH:50][C:49]([C:52]([O:54]C)=[O:53])=[CH:48][CH:47]=3)[C:42]([F:56])=[CH:41][N:40]=2)=[CH:34][CH:33]=1)=[O:31].[OH-].[Na+]. No catalyst specified. The product is [C:30]([C:32]1[CH:37]=[CH:36][C:35]([NH:38][C:39]2[N:44]=[C:43]([NH:45][C:46]3[CH:51]=[CH:50][C:49]([C:52]([OH:54])=[O:53])=[CH:48][CH:47]=3)[C:42]([F:56])=[CH:41][N:40]=2)=[CH:34][CH:33]=1)([OH:31])=[O:29]. The yield is 0.590. (2) The reactants are [C:1]1([C:17]2[CH:22]=[CH:21][CH:20]=[CH:19][CH:18]=2)[CH:6]=[CH:5][C:4]([O:7][CH2:8][C:9]2[O:13][C:12]([C:14]([OH:16])=O)=[CH:11][CH:10]=2)=[CH:3][CH:2]=1.[NH:23]1[CH2:33][CH2:32][CH2:31][CH2:30][CH:24]1[C:25]([O:27][CH2:28][CH3:29])=[O:26].Cl.C(N=C=NCCCN(C)C)C. The catalyst is O1CCCC1. The product is [CH2:28]([O:27][C:25]([CH:24]1[CH2:30][CH2:31][CH2:32][CH2:33][N:23]1[C:14]([C:12]1[O:13][C:9]([CH2:8][O:7][C:4]2[CH:3]=[CH:2][C:1]([C:17]3[CH:22]=[CH:21][CH:20]=[CH:19][CH:18]=3)=[CH:6][CH:5]=2)=[CH:10][CH:11]=1)=[O:16])=[O:26])[CH3:29]. The yield is 0.590. (3) The reactants are [C:1]([C:3]([C:6]1[CH:7]=[C:8]([CH:36]=[CH:37][CH:38]=1)[C:9]([NH:11][C:12]1[CH:17]=[CH:16][CH:15]=[C:14]([O:18][C:19]2[CH:20]=[N:21][C:22]([NH:25][S:26]([C:29]3[CH:34]=[CH:33][C:32]([CH3:35])=[CH:31][CH:30]=3)(=[O:28])=[O:27])=[CH:23][CH:24]=2)[CH:13]=1)=[O:10])([CH3:5])[CH3:4])#[N:2].C(N(C(C)C)C(C)C)C.I[CH2:49][C:50]([NH2:52])=[O:51]. No catalyst specified. The product is [NH2:52][C:50](=[O:51])[CH2:49][N:21]1[C:22](=[N:25][S:26]([C:29]2[CH:30]=[CH:31][C:32]([CH3:35])=[CH:33][CH:34]=2)(=[O:27])=[O:28])[CH:23]=[CH:24][C:19]([O:18][C:14]2[CH:13]=[C:12]([NH:11][C:9](=[O:10])[C:8]3[CH:36]=[CH:37][CH:38]=[C:6]([C:3]([C:1]#[N:2])([CH3:5])[CH3:4])[CH:7]=3)[CH:17]=[CH:16][CH:15]=2)=[CH:20]1. The yield is 0.630.